The task is: Predict the reactants needed to synthesize the given product.. This data is from Full USPTO retrosynthesis dataset with 1.9M reactions from patents (1976-2016). (1) Given the product [CH2:1]([O:3][C@@H:4]([CH2:10][C:11]1[CH:16]=[CH:15][C:14]([O:17][CH2:18][C:19]2[CH:24]=[CH:23][CH:22]=[C:21]([I:25])[CH:20]=2)=[CH:13][CH:12]=1)[C:5]([NH:51][OH:26])=[O:6])[CH3:2], predict the reactants needed to synthesize it. The reactants are: [CH2:1]([O:3][C@@H:4]([CH2:10][C:11]1[CH:16]=[CH:15][C:14]([O:17][CH2:18][C:19]2[CH:24]=[CH:23][CH:22]=[C:21]([I:25])[CH:20]=2)=[CH:13][CH:12]=1)[C:5](OCC)=[O:6])[CH3:2].[OH-:26].[K+].C(O[C@@H](CC1C=CC(OCC2C=CC=C(I)C=2)=CC=1)C(O)=O)C.[NH2:51]O. (2) The reactants are: [Cl:1][C:2]1[N:7]=[C:6](Cl)[CH:5]=[CH:4][N:3]=1.[NH:9]1[CH2:15][CH2:14][CH2:13][CH2:12][CH2:11][CH2:10]1.O. Given the product [Cl:1][C:2]1[N:7]=[C:6]([N:9]2[CH2:15][CH2:14][CH2:13][CH2:12][CH2:11][CH2:10]2)[CH:5]=[CH:4][N:3]=1, predict the reactants needed to synthesize it. (3) The reactants are: [Br-:1].[OH:2][CH2:3][C@H:4]1[CH2:8][CH2:7][CH2:6][N+:5]1([CH2:10][C:11](=[O:18])[NH:12]C1C=CON=1)[CH3:9].[H-].[Na+].[CH:21]1([C:27]([OH:37])([C:31]2[CH:36]=[CH:35][CH:34]=[CH:33][CH:32]=2)[C:28]([OH:30])=O)[CH2:26][CH2:25][CH2:24][CH2:23][CH2:22]1.C1N=CN(C(N2C=[N:48][CH:47]=[CH:46]2)=O)C=1.[Na].CN([CH:54]=[O:55])C. Given the product [Br-:1].[CH:21]1([C:27]([OH:37])([C:31]2[CH:36]=[CH:35][CH:34]=[CH:33][CH:32]=2)[C:28]([O:2][CH2:3][CH:4]2[CH2:8][CH2:7][CH2:6][N+:5]2([CH:10]([C:47]2[CH:46]=[CH:54][O:55][N:48]=2)[C:11](=[O:18])[NH2:12])[CH3:9])=[O:30])[CH2:22][CH2:23][CH2:24][CH2:25][CH2:26]1, predict the reactants needed to synthesize it.